From a dataset of Full USPTO retrosynthesis dataset with 1.9M reactions from patents (1976-2016). Predict the reactants needed to synthesize the given product. (1) Given the product [CH2:1]([O:3][C:4]([C:6]1[C:7](=[O:22])[C:8]2[C:13]([C:14]=1[C:15]1[CH:20]=[CH:19][CH:18]=[CH:17][CH:16]=1)=[CH:12][CH:11]=[C:10]([O:21][CH2:24][CH2:25][N:26]1[CH2:31][CH2:30][O:29][CH2:28][CH2:27]1)[CH:9]=2)=[O:5])[CH3:2], predict the reactants needed to synthesize it. The reactants are: [CH2:1]([O:3][C:4]([C:6]1[C:7](=[O:22])[C:8]2[C:13]([C:14]=1[C:15]1[CH:20]=[CH:19][CH:18]=[CH:17][CH:16]=1)=[CH:12][CH:11]=[C:10]([OH:21])[CH:9]=2)=[O:5])[CH3:2].O[CH2:24][CH2:25][N:26]1[CH2:31][CH2:30][O:29][CH2:28][CH2:27]1.C1(P(C2C=CC=CC=2)C2C=CC=CC=2)C=CC=CC=1.N(C(OC(C)C)=O)=NC(OC(C)C)=O. (2) Given the product [CH:16]([C:15]1[CH:14]=[C:13]([O:18][CH3:19])[N:12]=[CH:11][C:10]=1[O:9][CH2:8][C:7]1[C:2]([C:20]#[N:21])=[N:3][CH:4]=[CH:5][CH:6]=1)=[O:17], predict the reactants needed to synthesize it. The reactants are: Br[C:2]1[C:7]([CH2:8][O:9][C:10]2[C:15]([CH:16]=[O:17])=[CH:14][C:13]([O:18][CH3:19])=[N:12][CH:11]=2)=[CH:6][CH:5]=[CH:4][N:3]=1.[CH3:20][N:21](C=O)C.